Dataset: Catalyst prediction with 721,799 reactions and 888 catalyst types from USPTO. Task: Predict which catalyst facilitates the given reaction. (1) Reactant: [CH3:1][O:2][C:3]([C:5]1[CH:6]=[C:7]([CH:11]=[C:12]([I:14])[CH:13]=1)[C:8]([NH2:10])=O)=[O:4]. Product: [CH3:1][O:2][C:3](=[O:4])[C:5]1[CH:13]=[C:12]([I:14])[CH:11]=[C:7]([C:8]#[N:10])[CH:6]=1. The catalyst class is: 309. (2) Reactant: O[C:2]1[CH:7]=[CH:6][NH:5][C:4](=[O:8])[CH:3]=1.[NH2:9][NH2:10]. Product: [NH:9]([C:2]1[CH:7]=[CH:6][NH:5][C:4](=[O:8])[CH:3]=1)[NH2:10]. The catalyst class is: 486.